From a dataset of Forward reaction prediction with 1.9M reactions from USPTO patents (1976-2016). Predict the product of the given reaction. Given the reactants [I:1][C:2]1[CH:7]=[CH:6][C:5]([OH:8])=[CH:4][CH:3]=1.[O:9]1[CH:14]=[CH:13][CH2:12][CH2:11][CH2:10]1.C1(C)C(S(O)(=O)=O)=CC=CC=1, predict the reaction product. The product is: [I:1][C:2]1[CH:7]=[CH:6][C:5]([O:8][CH:10]2[CH2:11][CH2:12][CH2:13][CH2:14][O:9]2)=[CH:4][CH:3]=1.